Task: Predict which catalyst facilitates the given reaction.. Dataset: Catalyst prediction with 721,799 reactions and 888 catalyst types from USPTO (1) The catalyst class is: 9. Reactant: C([O-])(=O)C.[K+].Br[C:7]1[CH:12]=[CH:11][C:10]([OH:13])=[C:9]([CH3:14])[CH:8]=1.[CH3:15][C:16]1([CH3:32])[C:20]([CH3:22])([CH3:21])[O:19][B:18]([B:18]2[O:19][C:20]([CH3:22])([CH3:21])[C:16]([CH3:32])([CH3:15])[O:17]2)[O:17]1. Product: [CH3:14][C:9]1[CH:8]=[C:7]([B:18]2[O:19][C:20]([CH3:22])([CH3:21])[C:16]([CH3:32])([CH3:15])[O:17]2)[CH:12]=[CH:11][C:10]=1[OH:13]. (2) Reactant: [C:1]([NH:4][C:5]1[NH:6][C:7](=[O:33])[C:8]2[S:13][C:12](=[O:14])[N:11]([C@@H:15]3[O:27][C@H:26]([CH2:28][O:29][C:30](=[O:32])[CH3:31])[C@@H:21]([O:22][C:23](=[O:25])[CH3:24])[C@H:16]3[O:17][C:18](=[O:20])[CH3:19])[C:9]=2[N:10]=1)(=[O:3])[CH3:2].[CH:34]([C:37]1[CH:42]=[C:41]([CH:43]([CH3:45])[CH3:44])[CH:40]=[C:39]([CH:46]([CH3:48])[CH3:47])[C:38]=1[S:49](Cl)(=[O:51])=[O:50])([CH3:36])[CH3:35]. Product: [C:1]([NH:4][C:5]1[N:6]=[C:7]([O:33][S:49]([C:38]2[C:39]([CH:46]([CH3:47])[CH3:48])=[CH:40][C:41]([CH:43]([CH3:45])[CH3:44])=[CH:42][C:37]=2[CH:34]([CH3:36])[CH3:35])(=[O:51])=[O:50])[C:8]2[S:13][C:12](=[O:14])[N:11]([C@H:15]3[O:27][C@H:26]([CH2:28][O:29][C:30](=[O:32])[CH3:31])[C@@H:21]([O:22][C:23](=[O:25])[CH3:24])[C@H:16]3[O:17][C:18](=[O:20])[CH3:19])[C:9]=2[N:10]=1)(=[O:3])[CH3:2]. The catalyst class is: 64.